Regression. Given a peptide amino acid sequence and an MHC pseudo amino acid sequence, predict their binding affinity value. This is MHC class II binding data. From a dataset of Peptide-MHC class II binding affinity with 134,281 pairs from IEDB. (1) The peptide sequence is VAFRAGLVMEAGSKVT. The MHC is DRB1_1101 with pseudo-sequence DRB1_1101. The binding affinity (normalized) is 0.351. (2) The peptide sequence is YLNKIQNSLSTE. The MHC is DRB1_0401 with pseudo-sequence DRB1_0401. The binding affinity (normalized) is 0.655. (3) The peptide sequence is EKKYFAALQFEPLAA. The MHC is DRB1_0701 with pseudo-sequence DRB1_0701. The binding affinity (normalized) is 0.580. (4) The peptide sequence is TSWFYDNDNPYRTWH. The MHC is DRB1_0901 with pseudo-sequence DRB1_0901. The binding affinity (normalized) is 0.304.